Dataset: Reaction yield outcomes from USPTO patents with 853,638 reactions. Task: Predict the reaction yield, written as a fraction of the theoretical maximum amount of product (1.0 means a 100% yield; for example, 0.34 means a 34% yield). (1) The product is [C:1](=[O:13])([O:11][CH3:12])[O:2][C:3]1[CH:8]=[C:7]([N+:19]([O-:21])=[O:20])[C:6]([F:9])=[CH:5][C:4]=1[Br:10]. No catalyst specified. The yield is 0.920. The reactants are [C:1](=[O:13])([O:11][CH3:12])[O:2][C:3]1[CH:8]=[CH:7][C:6]([F:9])=[CH:5][C:4]=1[Br:10].OS(O)(=O)=O.[N+:19]([O-])([O-:21])=[O:20].[K+]. (2) The catalyst is C(Cl)Cl. The yield is 0.740. The product is [CH:1]1([N:6]([CH2:7][C:8]2[S:9][CH:10]=[CH:11][CH:12]=2)[C:14]([Cl:13])=[O:16])[CH2:2][CH2:3][CH2:4][CH2:5]1. The reactants are [CH:1]1([NH:6][CH2:7][C:8]2[S:9][CH:10]=[CH:11][CH:12]=2)[CH2:5][CH2:4][CH2:3][CH2:2]1.[Cl:13][C:14](Cl)([O:16]C(=O)OC(Cl)(Cl)Cl)Cl. (3) The reactants are [Br:1][C:2]1[CH:7]=[CH:6][C:5]([Br:8])=[CH:4][C:3]=1[N+:9]([O-])=O.O.[Sn](Cl)Cl.[OH-].[Na+]. The catalyst is C(O)C.Cl. The product is [Br:1][C:2]1[CH:7]=[CH:6][C:5]([Br:8])=[CH:4][C:3]=1[NH2:9]. The yield is 0.970. (4) The reactants are [CH3:1][S:2]([C:5]1[CH:10]=[CH:9][C:8](B(O)O)=[CH:7][CH:6]=1)(=[O:4])=[O:3].Br[C:15]1[CH:20]=[CH:19][C:18]([OH:21])=[C:17]([F:22])[CH:16]=1.C([O-])([O-])=O.[Na+].[Na+]. The catalyst is COCCOC.C1C=CC([P]([Pd]([P](C2C=CC=CC=2)(C2C=CC=CC=2)C2C=CC=CC=2)([P](C2C=CC=CC=2)(C2C=CC=CC=2)C2C=CC=CC=2)[P](C2C=CC=CC=2)(C2C=CC=CC=2)C2C=CC=CC=2)(C2C=CC=CC=2)C2C=CC=CC=2)=CC=1. The product is [F:22][C:17]1[CH:16]=[C:15]([C:8]2[CH:9]=[CH:10][C:5]([S:2]([CH3:1])(=[O:4])=[O:3])=[CH:6][CH:7]=2)[CH:20]=[CH:19][C:18]=1[OH:21]. The yield is 0.620. (5) The reactants are Br.[CH2:2]([C:4]1[N:5]=[C:6]([C@@H:9]([NH2:20])[CH2:10][C:11]2[CH:16]=[CH:15][C:14]([N+:17]([O-:19])=[O:18])=[CH:13][CH:12]=2)[S:7][CH:8]=1)[CH3:3].[C:21]([NH:24][C@H:25]([C:33](O)=[O:34])[CH2:26][C:27]1[CH:32]=[CH:31][CH:30]=[CH:29][CH:28]=1)(=[O:23])[CH3:22].ON1C2C=CC=CC=2N=N1.C(N(C(C)C)CC)(C)C.CN(C)CCCN=C=NCC. The catalyst is CN(C=O)C.O. The product is [C:21]([NH:24][C@@H:25]([CH2:26][C:27]1[CH:28]=[CH:29][CH:30]=[CH:31][CH:32]=1)[C:33]([NH:20][C@H:9]([C:6]1[S:7][CH:8]=[C:4]([CH2:2][CH3:3])[N:5]=1)[CH2:10][C:11]1[CH:16]=[CH:15][C:14]([N+:17]([O-:19])=[O:18])=[CH:13][CH:12]=1)=[O:34])(=[O:23])[CH3:22]. The yield is 0.700. (6) The reactants are O[C:2]1[CH:7]=[CH:6][C:5]([N+:8]([O-:10])=[O:9])=[CH:4][C:3]=1[C:11](=O)[CH3:12].O.[NH2:15][NH2:16]. The catalyst is C(OCC)(=O)C. The product is [CH3:12][C:11]1[C:3]2[C:2](=[CH:7][CH:6]=[C:5]([N+:8]([O-:10])=[O:9])[CH:4]=2)[NH:16][N:15]=1. The yield is 0.800.